From a dataset of Full USPTO retrosynthesis dataset with 1.9M reactions from patents (1976-2016). Predict the reactants needed to synthesize the given product. (1) The reactants are: [CH2:1]([O:3][CH:4]1[CH2:8][C:7]2[C:9](=[O:13])[CH2:10][CH2:11][CH2:12][C:6]=2[O:5]1)[CH3:2]. Given the product [CH2:1]([O:3][CH:4]1[CH2:8][CH:7]2[C:9](=[O:13])[CH2:10][CH2:11][CH2:12][CH:6]2[O:5]1)[CH3:2], predict the reactants needed to synthesize it. (2) Given the product [C:33]([O:32][C:30]([N:37]1[CH:41]=[CH:40][CH:39]=[C:38]1[C:14]1[CH:15]=[C:16]2[C:11](=[C:12]([C:20]3[C:29]4[C:24](=[CH:25][CH:26]=[CH:27][CH:28]=4)[CH:23]=[CH:22][CH:21]=3)[CH:13]=1)[N:10]=[C:9]([P:4]([OH:3])([OH:5])=[O:8])[CH:18]=[CH:17]2)=[O:31])([CH3:36])([CH3:34])[CH3:35], predict the reactants needed to synthesize it. The reactants are: C([O:3][P:4]([C:9]1[CH:18]=[CH:17][C:16]2[C:11](=[C:12]([C:20]3[C:29]4[C:24](=[CH:25][CH:26]=[CH:27][CH:28]=4)[CH:23]=[CH:22][CH:21]=3)[CH:13]=[C:14](I)[CH:15]=2)[N:10]=1)(=[O:8])[O:5]CC)C.[C:30]([N:37]1[CH:41]=[CH:40][CH:39]=[C:38]1B(O)O)([O:32][C:33]([CH3:36])([CH3:35])[CH3:34])=[O:31].C([O-])([O-])=O.[K+].[K+].C(Cl)Cl.CCOC(C)=O. (3) Given the product [Cl:12][C:8]1[CH:9]=[C:10]2[O:11][C:15]([C:16]3[CH:21]=[CH:20][CH:19]=[CH:18][CH:17]=3)=[N:1][C:2]2=[C:3]([C:4]([OH:6])=[O:5])[CH:7]=1, predict the reactants needed to synthesize it. The reactants are: [NH2:1][C:2]1[C:10]([OH:11])=[CH:9][C:8]([Cl:12])=[CH:7][C:3]=1[C:4]([OH:6])=[O:5].CO[C:15](OC)(OC)[C:16]1[CH:21]=[CH:20][CH:19]=[CH:18][CH:17]=1.C1(C)C=CC(S([O-])(=O)=O)=CC=1.[NH+]1C=CC=CC=1. (4) Given the product [Cl:1][C:2]1[CH:7]=[CH:6][C:5]([C:8]2([OH:16])[CH2:13][CH2:12][NH:11][CH2:10][C:9]2([CH3:14])[CH3:15])=[CH:4][CH:3]=1.[C:20]([OH:22])(=[O:21])[CH2:19][CH3:18], predict the reactants needed to synthesize it. The reactants are: [Cl:1][C:2]1[CH:7]=[CH:6][C:5]([C:8]2([OH:16])[CH2:13][CH2:12][NH:11][CH2:10][C:9]2([CH3:15])[CH3:14])=[CH:4][CH:3]=1.Br[CH2:18][CH2:19][C:20]([OH:22])=[O:21].C(N(CC)CC)C. (5) Given the product [O:17]1[CH:21]=[CH:20][CH:19]=[C:18]1[CH2:22][C:23]1[NH:15][C:11]2=[N:12][CH:13]=[CH:14][C:9]([C:6]3[CH:7]=[CH:8][C:3]([O:2][CH3:1])=[CH:4][CH:5]=3)=[C:10]2[N:16]=1, predict the reactants needed to synthesize it. The reactants are: [CH3:1][O:2][C:3]1[CH:8]=[CH:7][C:6]([C:9]2[CH:14]=[CH:13][N:12]=[C:11]([NH2:15])[C:10]=2[NH2:16])=[CH:5][CH:4]=1.[O:17]1[CH:21]=[CH:20][CH:19]=[C:18]1[CH2:22][C:23](O)=O. (6) Given the product [CH2:18]([N:12]1[CH2:11][CH2:10][C:9]2[C:8]3[CH2:7][CH2:6][CH2:5][C@@H:4]([NH2:1])[C:17]=3[CH:16]=[CH:15][C:14]=2[CH2:13]1)[CH:19]([CH3:21])[CH3:20], predict the reactants needed to synthesize it. The reactants are: [N:1]([C@H:4]1[C:17]2[CH:16]=[CH:15][C:14]3[CH2:13][N:12]([CH2:18][CH:19]([CH3:21])[CH3:20])[CH2:11][CH2:10][C:9]=3[C:8]=2[CH2:7][CH2:6][CH2:5]1)=[N+]=[N-]. (7) Given the product [Cl:1][C:2]1[CH:3]=[CH:4][C:5]([NH:8][C:9](=[O:17])[C:10]2[CH:15]=[CH:14][CH:13]=[CH:12][C:11]=2[NH:16][C:29]([CH:28]2[CH2:32][CH2:33][N:25]([C:18]([O:20][C:21]([CH3:24])([CH3:23])[CH3:22])=[O:19])[CH2:26][CH2:27]2)=[O:30])=[N:6][CH:7]=1, predict the reactants needed to synthesize it. The reactants are: [Cl:1][C:2]1[CH:3]=[CH:4][C:5]([NH:8][C:9](=[O:17])[C:10]2[CH:15]=[CH:14][CH:13]=[CH:12][C:11]=2[NH2:16])=[N:6][CH:7]=1.[C:18]([N:25]1[CH2:33][CH2:32][CH:28]([C:29](O)=[O:30])[CH2:27][CH2:26]1)([O:20][C:21]([CH3:24])([CH3:23])[CH3:22])=[O:19].Cl.CN(C)CCCN=C=NCC. (8) Given the product [O:14]=[C:13]([N:27]1[CH2:31][CH2:30][CH2:29][CH2:28]1)[CH2:12][N:11]1[CH2:10][CH2:9][CH2:8][N:7]2[C:2](=[O:1])[N:3]=[C:4]([O:16][CH2:17][C:18]3[CH:19]=[C:20]([F:26])[C:21]([F:25])=[C:22]([F:24])[CH:23]=3)[CH:5]=[C:6]12, predict the reactants needed to synthesize it. The reactants are: [O:1]=[C:2]1[N:7]2[CH2:8][CH2:9][CH2:10][N:11]([CH2:12][C:13](O)=[O:14])[C:6]2=[CH:5][C:4]([O:16][CH2:17][C:18]2[CH:23]=[C:22]([F:24])[C:21]([F:25])=[C:20]([F:26])[CH:19]=2)=[N:3]1.[NH:27]1[CH2:31][CH2:30][CH2:29][CH2:28]1. (9) Given the product [F:22][C:23]1[CH:31]=[CH:30][C:26]([C:27]([NH:19][C:14]2[C:15]([CH3:18])=[C:16]([CH3:17])[C:11]3[O:10][C:9]([CH3:21])=[C:8]([C:5]4[CH:6]=[CH:7][C:2]([F:1])=[CH:3][CH:4]=4)[C:12]=3[C:13]=2[CH3:20])=[O:28])=[CH:25][CH:24]=1, predict the reactants needed to synthesize it. The reactants are: [F:1][C:2]1[CH:7]=[CH:6][C:5]([C:8]2[C:12]3[C:13]([CH3:20])=[C:14]([NH2:19])[C:15]([CH3:18])=[C:16]([CH3:17])[C:11]=3[O:10][C:9]=2[CH3:21])=[CH:4][CH:3]=1.[F:22][C:23]1[CH:31]=[CH:30][C:26]([C:27](Cl)=[O:28])=[CH:25][CH:24]=1.